This data is from Experimental lipophilicity measurements (octanol/water distribution) for 4,200 compounds from AstraZeneca. The task is: Regression/Classification. Given a drug SMILES string, predict its absorption, distribution, metabolism, or excretion properties. Task type varies by dataset: regression for continuous measurements (e.g., permeability, clearance, half-life) or binary classification for categorical outcomes (e.g., BBB penetration, CYP inhibition). For this dataset (lipophilicity_astrazeneca), we predict Y. (1) The drug is Nc1nc(OC2CCCC2)nc2c1ncn2[C@@H]1O[C@H](CO)[C@@H](O)[C@H]1O. The Y is 0.790 logD. (2) The molecule is Cc1cc(COc2cnc(N3CCN(C(=O)OC(C)(C)C)CC3)nc2)ccn1. The Y is 3.70 logD. (3) The compound is Nc1nc(OC2CCCC2)nc2c1ncn2[C@@H]1O[C@H](CF)[C@@H](O)[C@H]1O. The Y is 1.50 logD. (4) The molecule is N#Cc1ccc2ccc(=O)n(CCN3CC[C@@H](NCc4ccc5c(n4)NC(=O)CO5)[C@@H](F)C3)c2c1. The Y is 0.660 logD.